This data is from Catalyst prediction with 721,799 reactions and 888 catalyst types from USPTO. The task is: Predict which catalyst facilitates the given reaction. (1) Reactant: [CH:1]1([C@@H:7]([NH:9][C:10]([C:12]2[C:21]3[C:16](=[CH:17][CH:18]=[CH:19][CH:20]=3)[N:15]=[C:14]([C:22]3[S:23][CH:24]=[CH:25][CH:26]=3)[C:13]=2[CH3:27])=[O:11])[CH3:8])[CH2:6][CH2:5][CH2:4][CH2:3][CH2:2]1.[Br:28]N1C(=O)CCC1=O.C(OOC(=O)C1C=CC=CC=1)(=O)C1C=CC=CC=1. Product: [CH:1]1([C@@H:7]([NH:9][C:10]([C:12]2[C:21]3[C:16](=[CH:17][CH:18]=[CH:19][CH:20]=3)[N:15]=[C:14]([C:22]3[S:23][CH:24]=[CH:25][CH:26]=3)[C:13]=2[CH2:27][Br:28])=[O:11])[CH3:8])[CH2:6][CH2:5][CH2:4][CH2:3][CH2:2]1. The catalyst class is: 53. (2) Reactant: Cl.[Cl:2][C:3]1[CH:4]=[C:5]([C:13]2[O:17][N:16]=[C:15]([C:18]3[C:28]4[O:27][CH2:26][CH2:25][N:24](C(OC(C)(C)C)=O)[CH:23]([CH2:36][CH2:37][CH2:38][C:39]([OH:41])=[O:40])[C:22]=4[CH:21]=[CH:20][CH:19]=3)[N:14]=2)[CH:6]=[CH:7][C:8]=1[O:9][CH:10]([CH3:12])[CH3:11]. Product: [ClH:2].[Cl:2][C:3]1[CH:4]=[C:5]([C:13]2[O:17][N:16]=[C:15]([C:18]3[C:28]4[O:27][CH2:26][CH2:25][NH:24][CH:23]([CH2:36][CH2:37][CH2:38][C:39]([OH:41])=[O:40])[C:22]=4[CH:21]=[CH:20][CH:19]=3)[N:14]=2)[CH:6]=[CH:7][C:8]=1[O:9][CH:10]([CH3:12])[CH3:11]. The catalyst class is: 12. (3) Reactant: [F:1][C:2]([F:23])([F:22])[C:3]1[CH:17]=[C:16]([C:18]([F:21])([F:20])[F:19])[CH:15]=[CH:14][C:4]=1[CH2:5][N:6]1[CH2:11][CH2:10][CH:9]([CH:12]=O)[CH2:8][CH2:7]1.[O:24]=[C:25]1[N:29]=[C:28]([NH:30][C@H:31]([C:34]([N:36]([CH3:38])[CH3:37])=[O:35])[CH2:32][OH:33])[CH2:27][S:26]1.C([O-])(=O)C.[NH2+]1CCCCC1. Product: [F:23][C:2]([F:1])([F:22])[C:3]1[CH:17]=[C:16]([C:18]([F:21])([F:20])[F:19])[CH:15]=[CH:14][C:4]=1[CH2:5][N:6]1[CH2:11][CH2:10][CH:9](/[CH:12]=[C:27]2/[C:28]([NH:30][C@H:31]([C:34]([N:36]([CH3:38])[CH3:37])=[O:35])[CH2:32][OH:33])=[N:29][C:25](=[O:24])[S:26]/2)[CH2:8][CH2:7]1. The catalyst class is: 41. (4) Reactant: [H-].[Na+].[OH:3][C@@H:4]([CH2:15][O:16][C@H:17]([CH3:30])[CH2:18][O:19][Si:20]([CH:27]([CH3:29])[CH3:28])([CH:24]([CH3:26])[CH3:25])[CH:21]([CH3:23])[CH3:22])[C:5]([NH:7][C:8]1[CH:13]=[N:12][C:11]([CH3:14])=[CH:10][N:9]=1)=[O:6].[Cl:31][C:32]1[C:33]([N:40]2[C:44]3=[N:45][CH:46]=[N:47][C:48](Cl)=[C:43]3[CH:42]=[N:41]2)=[C:34]([CH:37]=[CH:38][CH:39]=1)[C:35]#[N:36].C(O)(=O)CC(CC(O)=O)(C(O)=O)O. Product: [Cl:31][C:32]1[CH:39]=[CH:38][CH:37]=[C:34]([C:35]#[N:36])[C:33]=1[N:40]1[C:44]2=[N:45][CH:46]=[N:47][C:48]([O:3][C@@H:4]([CH2:15][O:16][C@H:17]([CH3:30])[CH2:18][O:19][Si:20]([CH:27]([CH3:29])[CH3:28])([CH:21]([CH3:23])[CH3:22])[CH:24]([CH3:26])[CH3:25])[C:5]([NH:7][C:8]3[CH:13]=[N:12][C:11]([CH3:14])=[CH:10][N:9]=3)=[O:6])=[C:43]2[CH:42]=[N:41]1. The catalyst class is: 1. (5) Reactant: C(=O)([O-])[O-].[K+].[K+].[O:7]=[C:8]1[CH2:12][CH2:11][CH2:10][CH:9]1[C:13]([O:15][CH3:16])=[O:14].[CH2:17](Br)[C:18]1[CH:23]=[CH:22][CH:21]=[CH:20][CH:19]=1. Product: [CH2:17]([C:9]1([C:13]([O:15][CH3:16])=[O:14])[CH2:10][CH2:11][CH2:12][C:8]1=[O:7])[C:18]1[CH:23]=[CH:22][CH:21]=[CH:20][CH:19]=1. The catalyst class is: 21. (6) Reactant: [CH3:1][C:2]1[CH:3]=[C:4]([CH:31]=[C:32]([CH3:34])[CH:33]=1)[O:5][C:6]1[CH:11]=[CH:10][C:9]([N+:12]([O-])=O)=[CH:8][C:7]=1[S:15]([N:18]1[CH2:23][CH2:22][N:21]([C:24]([O:26][C:27]([CH3:30])([CH3:29])[CH3:28])=[O:25])[CH2:20][CH2:19]1)(=[O:17])=[O:16]. Product: [NH2:12][C:9]1[CH:10]=[CH:11][C:6]([O:5][C:4]2[CH:3]=[C:2]([CH3:1])[CH:33]=[C:32]([CH3:34])[CH:31]=2)=[C:7]([S:15]([N:18]2[CH2:19][CH2:20][N:21]([C:24]([O:26][C:27]([CH3:30])([CH3:29])[CH3:28])=[O:25])[CH2:22][CH2:23]2)(=[O:17])=[O:16])[CH:8]=1. The catalyst class is: 19. (7) Reactant: [Cl:1][C:2]1[CH:3]=[C:4]2[C:14](=[C:15]([Cl:17])[CH:16]=1)[O:13][C:7]1([CH2:12][CH2:11][CH2:10][CH2:9][CH2:8]1)[CH2:6][C:5]2=O.Cl.O([NH2:22])C.N1C=CC=CC=1.[OH-].[K+]. The catalyst class is: 24. Product: [Cl:1][C:2]1[CH:3]=[C:4]2[C:14](=[C:15]([Cl:17])[CH:16]=1)[O:13][C:7]1([CH2:12][CH2:11][CH2:10][CH2:9][CH2:8]1)[CH2:6][CH:5]2[NH2:22].